From a dataset of Full USPTO retrosynthesis dataset with 1.9M reactions from patents (1976-2016). Predict the reactants needed to synthesize the given product. (1) Given the product [ClH:66].[NH2:30][C@@H:18]1[C:17](=[O:38])[N:16]2[CH2:39][C@H:40]([O:42][C:43]3[C:52]4[C:47](=[CH:48][C:49]([O:53][CH3:54])=[CH:50][CH:51]=4)[N:46]=[C:45]([C:55]4[CH:60]=[CH:59][C:58]([O:61][CH:62]([CH3:64])[CH3:63])=[CH:57][CH:56]=4)[CH:44]=3)[CH2:41][C@H:15]2[C:14](=[O:65])[NH:13][C@:12]2([C:10]([NH:9][S:6]([C:3]3([CH2:2][F:1])[CH2:4][CH2:5]3)(=[O:7])=[O:8])=[O:11])[CH2:27][C@H:26]2[CH:25]=[CH:24][CH2:23][CH2:22][C@@H:21]([CH3:28])[CH2:20][C@H:19]1[CH3:29], predict the reactants needed to synthesize it. The reactants are: [F:1][CH2:2][C:3]1([S:6]([NH:9][C:10]([C@@:12]23[CH2:27][C@H:26]2[CH:25]=[CH:24][CH2:23][CH2:22][CH:21]([CH3:28])[CH2:20][C@@H:19]([CH3:29])[C@H:18]([NH:30]C(=O)OC(C)(C)C)[C:17](=[O:38])[N:16]2[CH2:39][C@H:40]([O:42][C:43]4[C:52]5[C:47](=[CH:48][C:49]([O:53][CH3:54])=[CH:50][CH:51]=5)[N:46]=[C:45]([C:55]5[CH:60]=[CH:59][C:58]([O:61][CH:62]([CH3:64])[CH3:63])=[CH:57][CH:56]=5)[CH:44]=4)[CH2:41][C@H:15]2[C:14](=[O:65])[NH:13]3)=[O:11])(=[O:8])=[O:7])[CH2:5][CH2:4]1.[ClH:66]. (2) Given the product [CH2:29]([NH:28][C:26](=[O:27])[C@@H:25]([NH:33][C:34](=[O:40])[O:35][C:36]([CH3:37])([CH3:39])[CH3:38])[CH2:24][CH3:41])[CH:30]([CH3:32])[CH3:31], predict the reactants needed to synthesize it. The reactants are: C(OC(N[C@@H]([C@@H](O)CCC)C(OCC)=O)=O)(C)(C)C.O[Li].O.O[C@@H:24]([CH2:41]CC)[C@H:25]([NH:33][C:34](=[O:40])[O:35][C:36]([CH3:39])([CH3:38])[CH3:37])[C:26]([NH:28][CH2:29][CH:30]([CH3:32])[CH3:31])=[O:27].C(OC(N[C@@H]([C@@H](O)CCC)C(O)=O)=O)(C)(C)C.C(N)C(C)C.C1C=CC2N(O)N=NC=2C=1.CCN(C(C)C)C(C)C. (3) Given the product [Cl:1][C:2]1[C:10]2[C:9](=[O:11])[NH:8][N:7]=[CH:6][C:5]=2[NH:4][C:3]=1[C:20]1[CH:25]=[CH:24][C:23]([O:26][CH:27]([F:29])[F:28])=[C:22]([O:30][CH:31]2[CH2:32][CH2:33][CH2:34]2)[CH:21]=1, predict the reactants needed to synthesize it. The reactants are: [Cl:1][C:2]1[C:10]2[C:9](=[O:11])[NH:8][N:7]=[CH:6][C:5]=2[N:4](COCC[Si](C)(C)C)[C:3]=1[C:20]1[CH:25]=[CH:24][C:23]([O:26][CH:27]([F:29])[F:28])=[C:22]([O:30][CH:31]2[CH2:34][CH2:33][CH2:32]2)[CH:21]=1.ClC1C2C(=O)NN=CC=2N(COCC[Si](C)(C)C)C=1C1C=CC(OC(F)F)=C(OC2CC2)C=1.C(OC(C)C)(C)C. (4) Given the product [OH:37][CH:34]([C:33]1[CH:32]=[CH:31][C:30]([OH:38])=[CH:29][CH:28]=1)[CH2:35][NH:36][CH:2]1[CH2:7][CH2:6][N:5]([C:8]2[CH:9]=[CH:10][C:11]([NH:14][S:15]([C:18]3[CH:19]=[CH:20][C:21]([NH:24][C:25](=[O:27])[CH3:26])=[CH:22][CH:23]=3)(=[O:16])=[O:17])=[CH:12][CH:13]=2)[CH2:4][CH2:3]1, predict the reactants needed to synthesize it. The reactants are: O=[C:2]1[CH2:7][CH2:6][N:5]([C:8]2[CH:13]=[CH:12][C:11]([NH:14][S:15]([C:18]3[CH:23]=[CH:22][C:21]([NH:24][C:25](=[O:27])[CH3:26])=[CH:20][CH:19]=3)(=[O:17])=[O:16])=[CH:10][CH:9]=2)[CH2:4][CH2:3]1.[CH:28]1[C:33]([C@@H:34]([OH:37])[CH2:35][NH2:36])=[CH:32][CH:31]=[C:30]([OH:38])[CH:29]=1.